Dataset: Reaction yield outcomes from USPTO patents with 853,638 reactions. Task: Predict the reaction yield, written as a fraction of the theoretical maximum amount of product (1.0 means a 100% yield; for example, 0.34 means a 34% yield). (1) The reactants are [NH2:1][C:2]1[C:18]([CH3:19])=[CH:17][CH:16]=[CH:15][C:3]=1[C:4]([NH:6][C:7]1[CH:12]=[CH:11][CH:10]=[C:9]([Br:13])[C:8]=1[CH3:14])=[O:5].Cl[C:21](Cl)([O:23]C(=O)OC(Cl)(Cl)Cl)Cl.C([O-])(O)=O.[Na+]. The catalyst is C1COCC1. The product is [Br:13][C:9]1[C:8]([CH3:14])=[C:7]([N:6]2[C:4](=[O:5])[C:3]3[C:2](=[C:18]([CH3:19])[CH:17]=[CH:16][CH:15]=3)[NH:1][C:21]2=[O:23])[CH:12]=[CH:11][CH:10]=1. The yield is 0.910. (2) The reactants are C[O:2][C:3](=[O:23])[CH2:4][CH2:5][C:6]1[C:11]([C:12]2[CH:17]=[CH:16][C:15]([N+:18]([O-:20])=[O:19])=[CH:14][CH:13]=2)=[C:10]([NH2:21])[N:9]=[C:8]([NH2:22])[N:7]=1.Cl. No catalyst specified. The product is [NH2:22][C:8]1[N:7]=[C:6]([CH2:5][CH2:4][C:3]([OH:23])=[O:2])[C:11]([C:12]2[CH:13]=[CH:14][C:15]([N+:18]([O-:20])=[O:19])=[CH:16][CH:17]=2)=[C:10]([NH2:21])[N:9]=1. The yield is 1.00. (3) The reactants are [CH3:1][O:2][C:3]1[CH:20]=[CH:19][C:6]([CH2:7][N:8]2[C:12]3[NH:13][CH2:14][CH2:15][CH2:16][C:17](=[O:18])[C:11]=3[CH:10]=[N:9]2)=[CH:5][CH:4]=1.[H-].[Na+].Cl[CH2:24][CH2:25][N:26]1[CH2:31][CH2:30][O:29][CH2:28][CH2:27]1. The catalyst is CN(C=O)C. The product is [CH3:1][O:2][C:3]1[CH:4]=[CH:5][C:6]([CH2:7][N:8]2[C:12]3[N:13]([CH2:24][CH2:25][N:26]4[CH2:31][CH2:30][O:29][CH2:28][CH2:27]4)[CH2:14][CH2:15][CH2:16][C:17](=[O:18])[C:11]=3[CH:10]=[N:9]2)=[CH:19][CH:20]=1. The yield is 0.420. (4) The reactants are [H-].[Na+].[CH2:3]([N:10]([CH2:29][C:30]1[CH:35]=[CH:34][CH:33]=[CH:32][CH:31]=1)[CH:11]1[CH2:15][CH:14]([CH3:16])[CH:13]([C:17]2[N:21]3[C:22]4[CH:28]=[CH:27][NH:26][C:23]=4[N:24]=[CH:25][C:20]3=[N:19][CH:18]=2)[CH2:12]1)[C:4]1[CH:9]=[CH:8][CH:7]=[CH:6][CH:5]=1.[CH3:36][Si:37]([CH2:40][CH2:41][O:42][CH2:43]Cl)([CH3:39])[CH3:38]. The catalyst is CN(C=O)C. The product is [CH2:29]([N:10]([CH2:3][C:4]1[CH:9]=[CH:8][CH:7]=[CH:6][CH:5]=1)[CH:11]1[CH2:12][CH:13]([C:17]2[N:21]3[C:22]4[CH:28]=[CH:27][N:26]([CH2:43][O:42][CH2:41][CH2:40][Si:37]([CH3:39])([CH3:38])[CH3:36])[C:23]=4[N:24]=[CH:25][C:20]3=[N:19][CH:18]=2)[CH:14]([CH3:16])[CH2:15]1)[C:30]1[CH:35]=[CH:34][CH:33]=[CH:32][CH:31]=1. The yield is 0.600. (5) The reactants are [Cl:1][C:2]1[CH:25]=[CH:24][C:5]([CH2:6][NH:7][C:8]2[C:17]3[C:12](=[C:13]([C:21](O)=[O:22])[CH:14]=[C:15]([N+:18]([O-:20])=[O:19])[CH:16]=3)[N:11]=[CH:10][N:9]=2)=[CH:4][C:3]=1[C:26]([F:29])([F:28])[F:27].C1N=C[N:32](C(N2C=NC=C2)=O)C=1.[NH4+].[Cl-].O. The catalyst is CS(C)=O. The product is [Cl:1][C:2]1[CH:25]=[CH:24][C:5]([CH2:6][NH:7][C:8]2[C:17]3[C:12](=[C:13]([C:21]([NH2:32])=[O:22])[CH:14]=[C:15]([N+:18]([O-:20])=[O:19])[CH:16]=3)[N:11]=[CH:10][N:9]=2)=[CH:4][C:3]=1[C:26]([F:27])([F:28])[F:29]. The yield is 0.960. (6) The reactants are C(O[BH-](OC(=O)C)OC(=O)C)(=O)C.[Na+].[C:15]([C:17]1[CH:24]=[CH:23][C:20]([CH:21]=O)=[CH:19][CH:18]=1)#[CH:16].[CH2:25]([NH:27][CH2:28][CH3:29])[CH3:26].C(O)(=O)C. The catalyst is ClCCCl. The product is [CH2:25]([N:27]([CH2:21][C:20]1[CH:23]=[CH:24][C:17]([C:15]#[CH:16])=[CH:18][CH:19]=1)[CH2:28][CH3:29])[CH3:26]. The yield is 0.632. (7) The reactants are Cl[C:2]1[N:10]=[C:9]2[C:5]([N:6]=[CH:7][N:8]2[CH3:11])=[C:4]([N:12]2[CH2:17][CH2:16][O:15][CH2:14][CH2:13]2)[N:3]=1.[CH2:18]([C:20]1[NH:21][C:22]2[CH:28]=[CH:27][CH:26]=[CH:25][C:23]=2[N:24]=1)[CH3:19].CC(C1C=C(C(C)C)C(C2C=CC=CC=2P(C2CCCCC2)C2CCCCC2)=C(C(C)C)C=1)C.C([O-])([O-])=O.[Cs+].[Cs+]. The catalyst is O1CCOCC1.C1C=CC(/C=C/C(/C=C/C2C=CC=CC=2)=O)=CC=1.C1C=CC(/C=C/C(/C=C/C2C=CC=CC=2)=O)=CC=1.C1C=CC(/C=C/C(/C=C/C2C=CC=CC=2)=O)=CC=1.[Pd].[Pd]. The product is [CH2:18]([C:20]1[N:21]([C:2]2[N:10]=[C:9]3[C:5]([N:6]=[CH:7][N:8]3[CH3:11])=[C:4]([N:12]3[CH2:17][CH2:16][O:15][CH2:14][CH2:13]3)[N:3]=2)[C:22]2[CH:28]=[CH:27][CH:26]=[CH:25][C:23]=2[N:24]=1)[CH3:19]. The yield is 0.960.